The task is: Predict the product of the given reaction.. This data is from Forward reaction prediction with 1.9M reactions from USPTO patents (1976-2016). (1) Given the reactants [CH3:1][C:2]1([CH3:38])[CH2:6][C:5]2[CH:7]=[C:8]([C:11]3[C:16](=[O:17])[N:15]([CH2:18][C:19]4[CH:24]=[CH:23][C:22]([C:25]5[C:26]([C:31]#[N:32])=[CH:27][CH:28]=[CH:29][CH:30]=5)=[CH:21][CH:20]=4)[C:14]([CH2:33][CH2:34][CH3:35])=[N:13][C:12]=3[CH2:36][CH3:37])[CH:9]=[CH:10][C:4]=2[O:3]1.Cl.[NH2:40]O.[C:42](=[O:45])([O-])[OH:43].[Na+], predict the reaction product. The product is: [CH3:38][C:2]1([CH3:1])[CH2:6][C:5]2[CH:7]=[C:8]([C:11]3[C:16](=[O:17])[N:15]([CH2:18][C:19]4[CH:24]=[CH:23][C:22]([C:25]5[CH:30]=[CH:29][CH:28]=[CH:27][C:26]=5[C:31]5[NH:40][C:42](=[O:45])[O:43][N:32]=5)=[CH:21][CH:20]=4)[C:14]([CH2:33][CH2:34][CH3:35])=[N:13][C:12]=3[CH2:36][CH3:37])[CH:9]=[CH:10][C:4]=2[O:3]1. (2) Given the reactants Cl.[F:2][CH:3]1[CH2:8][CH2:7][NH:6][CH2:5][CH2:4]1.C(N(CC)CC)C.FC(F)(F)S(O[C:22]1[C:23]([N+:28]([O-:30])=[O:29])=[N:24][CH:25]=[CH:26][CH:27]=1)(=O)=O.O, predict the reaction product. The product is: [F:2][CH:3]1[CH2:8][CH2:7][N:6]([C:22]2[C:23]([N+:28]([O-:30])=[O:29])=[N:24][CH:25]=[CH:26][CH:27]=2)[CH2:5][CH2:4]1.